This data is from Catalyst prediction with 721,799 reactions and 888 catalyst types from USPTO. The task is: Predict which catalyst facilitates the given reaction. Product: [CH3:42][O:1][C:2]1[CH:7]=[CH:6][C:5]([O:8][C:9]([F:12])([F:10])[F:11])=[CH:4][C:3]=1[C@H:13]1[CH2:17][O:16][C@:15]2([CH2:23][CH2:22][C@@H:21]3[NH:24][C@@:18]2([C:34]2[CH:39]=[CH:38][CH:37]=[CH:36][CH:35]=2)[CH2:19][C@H:20]3[S:25]([C:28]2[CH:29]=[CH:30][CH:31]=[CH:32][CH:33]=2)(=[O:27])=[O:26])[CH2:14]1. Reactant: [OH:1][C:2]1[CH:7]=[CH:6][C:5]([O:8][C:9]([F:12])([F:11])[F:10])=[CH:4][C:3]=1[C@H:13]1[CH2:17][O:16][C@:15]2([CH2:23][CH2:22][C@@H:21]3[NH:24][C@@:18]2([C:34]2[CH:39]=[CH:38][CH:37]=[CH:36][CH:35]=2)[CH2:19][C@H:20]3[S:25]([C:28]2[CH:33]=[CH:32][CH:31]=[CH:30][CH:29]=2)(=[O:27])=[O:26])[CH2:14]1.N(C(OCC)=O)=N[C:42](OCC)=O.C1(P(C2C=CC=CC=2)C2C=CC=CC=2)C=CC=CC=1.CO. The catalyst class is: 7.